Task: Predict which catalyst facilitates the given reaction.. Dataset: Catalyst prediction with 721,799 reactions and 888 catalyst types from USPTO Reactant: Cl[C:2]1[CH:7]=[C:6]([Cl:8])[N:5]=[C:4]([NH2:9])[N:3]=1.[NH2:10][C:11]1[CH:16]=[CH:15][CH:14]=[CH:13][CH:12]=1.C([O-])(O)=O.[Na+]. Product: [Cl:8][C:6]1[N:5]=[C:4]([NH2:9])[N:3]=[C:2]([NH:10][C:11]2[CH:16]=[CH:15][CH:14]=[CH:13][CH:12]=2)[CH:7]=1. The catalyst class is: 8.